This data is from Catalyst prediction with 721,799 reactions and 888 catalyst types from USPTO. The task is: Predict which catalyst facilitates the given reaction. (1) Reactant: [O:1]1[CH:6]=[CH:5][CH2:4][CH2:3][CH2:2]1.CC1C=CC(S(O)(=O)=O)=CC=1.[CH3:18][Si:19]([C:22]#[C:23][CH2:24][OH:25])([CH3:21])[CH3:20]. Product: [CH3:18][Si:19]([CH3:21])([CH3:20])[C:22]#[C:23][CH2:24][O:25][CH:6]1[CH2:5][CH2:4][CH2:3][CH2:2][O:1]1. The catalyst class is: 250. (2) Reactant: [S:1]([O-:4])([O-:3])=[O:2].[Na+].[Na+].[Cl:7][C:8]1[CH:43]=[CH:42][C:11]([CH2:12][N:13]2[CH2:18][CH2:17][CH:16]([N:19]([CH2:27][C@@:28]([OH:41])([CH3:40])[CH2:29][O:30][C:31]3[CH:36]=[C:35]([F:37])[CH:34]=[CH:33][C:32]=3[CH2:38]Cl)C(=O)OC(C)(C)C)[CH2:15][CH2:14]2)=[CH:10][CH:9]=1. Product: [Cl:7][C:8]1[CH:9]=[CH:10][C:11]([CH2:12][N:13]2[CH2:18][CH2:17][CH:16]([NH:19][CH2:27][C@@:28]([OH:41])([CH3:40])[CH2:29][O:30][C:31]3[CH:36]=[C:35]([F:37])[CH:34]=[CH:33][C:32]=3[CH2:38][S:1]([OH:4])(=[O:3])=[O:2])[CH2:15][CH2:14]2)=[CH:42][CH:43]=1. The catalyst class is: 97. (3) Reactant: FC(F)(F)S(O[C:7]1[CH:20]=[C:19]2[C:10]([O:11][C:12]3[C:13]([F:32])=[CH:14][C:15]([N:26]4[CH2:30][CH2:29][CH2:28][C:27]4=[O:31])=[CH:16][C:17]=3[C@@:18]32[CH2:24][O:23][C:22]([NH2:25])=[N:21]3)=[CH:9][CH:8]=1)(=O)=O.[N:35]1[CH:40]=[CH:39][CH:38]=[C:37](B(O)O)[CH:36]=1.C(=O)([O-])[O-].[Na+].[Na+]. Product: [NH2:25][C:22]1[O:23][CH2:24][C@:18]2([N:21]=1)[C:19]1[CH:20]=[C:7]([C:37]3[CH:36]=[N:35][CH:40]=[CH:39][CH:38]=3)[CH:8]=[CH:9][C:10]=1[O:11][C:12]1[C:17]2=[CH:16][C:15]([N:26]2[CH2:30][CH2:29][CH2:28][C:27]2=[O:31])=[CH:14][C:13]=1[F:32]. The catalyst class is: 455. (4) Reactant: [CH3:1][C:2]1[CH:7]=[CH:6][CH:5]=[C:4]([CH3:8])[C:3]=1[CH2:9][NH:10][C:11]1[C:12]2[N:13]([CH:22]=[C:23]([CH3:25])[N:24]=2)[CH:14]=[C:15]([N:17]2[CH:21]=[N:20][CH:19]=[N:18]2)[CH:16]=1.[CH2:26]=O.Cl.[CH3:29][NH:30][CH3:31]. Product: [CH3:29][N:30]([CH2:26][C:22]1[N:13]2[CH:14]=[C:15]([N:17]3[CH:21]=[N:20][CH:19]=[N:18]3)[CH:16]=[C:11]([NH:10][CH2:9][C:3]3[C:2]([CH3:1])=[CH:7][CH:6]=[CH:5][C:4]=3[CH3:8])[C:12]2=[N:24][C:23]=1[CH3:25])[CH3:31]. The catalyst class is: 5. (5) The catalyst class is: 21. Reactant: [Cl:1][C:2]1[N:7]=[C:6](Cl)[CH:5]=[CH:4][N:3]=1.[OH:9][C:10]1[CH:38]=[CH:37][CH:36]=[CH:35][C:11]=1[CH2:12][NH:13][C:14]([NH:16][C:17]1[N:21]([C:22]2[CH:27]=[CH:26][CH:25]=[C:24]([N:28]([CH3:30])[CH3:29])[CH:23]=2)[N:20]=[C:19]([C:31]([CH3:34])([CH3:33])[CH3:32])[CH:18]=1)=[O:15].[OH-].[Na+].[Cl-].[NH4+]. Product: [Cl:1][C:2]1[N:7]=[C:6]([O:9][C:10]2[CH:38]=[CH:37][CH:36]=[CH:35][C:11]=2[CH2:12][NH:13][C:14]([NH:16][C:17]2[N:21]([C:22]3[CH:27]=[CH:26][CH:25]=[C:24]([N:28]([CH3:30])[CH3:29])[CH:23]=3)[N:20]=[C:19]([C:31]([CH3:34])([CH3:32])[CH3:33])[CH:18]=2)=[O:15])[CH:5]=[CH:4][N:3]=1.